Dataset: Serine/threonine kinase 33 screen with 319,792 compounds. Task: Binary Classification. Given a drug SMILES string, predict its activity (active/inactive) in a high-throughput screening assay against a specified biological target. (1) The molecule is FC(F)(F)COc1ncccc1C(=O)N. The result is 0 (inactive). (2) The drug is Fc1c2OCCC(NC(=O)C(NC(=O)C(NC(=O)c2cc([N+]([O-])=O)c1)Cc1ccc(O)cc1)CCC(=O)N)C(=O)N. The result is 0 (inactive). (3) The drug is O(CCCC(=O)Nc1cc2OCOc2cc1)c1ccc(cc1)C. The result is 0 (inactive).